This data is from Experimentally validated miRNA-target interactions with 360,000+ pairs, plus equal number of negative samples. The task is: Binary Classification. Given a miRNA mature sequence and a target amino acid sequence, predict their likelihood of interaction. (1) The miRNA is mmu-miR-759 with sequence GCAGAGUGCAAACAAUUUUGAC. The protein sequence of the target gene is MAEAHQAVGFRPSLTSDGAEVELSAPVLQEIYLSGLRSWKRHLSRFWNDFLTGVFPASPLSWLFLFSAIQLAWFLQLDPSLGLMEKIKELLPDWGGQHHGLRGVLAAALFASCLWGALIFTLHVALRLLLSYHGWLLEPHGAMSSPTKTWLALVRIFSGRHPMLFSYQRSLPRQPVPSVQDTVRKYLESVRPILSDEDFDWTAVLAQEFLRLQASLLQWYLRLKSWWASNYVSDWWEEFVYLRSRNPLMVNSNYYMMDFLYVTPTPLQAARAGNAVHALLLYRHRLNRQEIPPTLLMGMR.... Result: 0 (no interaction). (2) The miRNA is hsa-miR-1255b-2-3p with sequence AACCACUUUCUUUGCUCAUCCA. The protein sequence of the target gene is MDKLPPSMRKRLYSLPQQVGAKAWIMDEEEDGEEEGAGGLQDPSRRSIRLRPLPSPSPSVAAGCSESRGAALGAADSEGPGRSAGKSSTNGDCRRFRGSLASLGSRGGGSGGAGGGSSLGHLHDSAEERRLIAAEGDASPGEDRTPPGLATEPERPGAAAQPAASPPPQQPPQPASASCEQPSADTAIKVEGGAAASDQILPEAEVRLGQSGFMQRQFGAMLQPGVNKFSLRMFGSQKAVEREQERVKSAGFWIIHPYSDFRFYWDLTMLLLMVGNLIIIPVGITFFKDENTTPWIVFNV.... Result: 0 (no interaction). (3) The miRNA is mmu-miR-466i-5p with sequence UGUGUGUGUGUGUGUGUGUG. The protein sequence of the target gene is MAVKVHTTKRGDPHELRNIFLQYASTEVDGEHYMTPEDFVQRYLGLYNDPNSNPKIVQLLAGVADQTKDGLISYQEFLAFESVLCAPDSMFIVAFQLFDKSGNGEVTFENVKEIFGQTIIHHHIPFNWDCEFIRLHFGHNRKKHLNYVEFTQFLQELQLEHARQAFALKDKSKSGMISGLDFSDVMVTIRSHMLTPFVEENLVSAAGGGTSHQVSFSYFNAFNSLLNNMELVRKIYSTLAGTRKDIEVTKEEFAQSAIRYGQVTPLEIDILYQLADLYNASGRLTLADIERIAPLAEGAL.... Result: 1 (interaction). (4) The miRNA is hsa-miR-8074 with sequence CUAUGGCGAGACUGGCAUGUACUC. The protein sequence of the target gene is MSRVRRLLLGYLFPALLLHGLGEGSALLHPDSRSHPRSLEKSAWRAFKESQCHHMLKHLHNGARITVQMPPTIEGHWVSTGCEVRSGPEFMTRSYRFYNNNTFKAYQFYYGSNRCTNPTYTLIIRGKIRLRQASWIIRGGTEADYQLHGVQVICHTEAVAEQLSRLVNRTCPGFLAPGGPWVQDVAYDLWQEESNHECTKAVNFAMHELQLIRVEKQYPHHSLDHLVEELFLGDIHTDATQRVFYRPSSYQPPLQNAKNHNHACIACRIIFRSDEHHPPILPPKADLTIGLHGEWVSQRC.... Result: 0 (no interaction). (5) The miRNA is hsa-miR-548g-5p with sequence UGCAAAAGUAAUUGCAGUUUUUG. The protein sequence of the target gene is MRKAGLWGLLCVFFVSEVKAAIVLEEERYDLVEGQTLTVKCPFNIMKYANSQKAWQRLPDGKEPLTLVVTQRPFTRPSEVHMGKFTLKHDPSEAMLQVQMTDLQVTDSGLYRCVIYHPPNDPVVLFHPVRLVVTKGSSDVFTPVIIPITRLTERPILITTKYSPSDTTTTRSLPKPTAVVSSPGLGVTIINGTDADSVSTSSVTISVICGLLSKSLVFIILFIVTKRTFG. Result: 0 (no interaction).